Dataset: Full USPTO retrosynthesis dataset with 1.9M reactions from patents (1976-2016). Task: Predict the reactants needed to synthesize the given product. (1) Given the product [CH3:1][C:2]1[CH:7]=[CH:6][C:5]([S:8]([O:11][CH2:12][CH:13]2[CH2:17][C:16]3[C:18]([F:23])=[CH:19][CH:20]=[C:21]([C:26]4[CH:27]=[CH:28][CH:29]=[CH:30][C:25]=4[CH3:24])[C:15]=3[O:14]2)(=[O:10])=[O:9])=[CH:4][CH:3]=1, predict the reactants needed to synthesize it. The reactants are: [CH3:1][C:2]1[CH:7]=[CH:6][C:5]([S:8]([O:11][CH2:12][CH:13]2[CH2:17][C:16]3[C:18]([F:23])=[CH:19][CH:20]=[C:21](Br)[C:15]=3[O:14]2)(=[O:10])=[O:9])=[CH:4][CH:3]=1.[CH3:24][C:25]1[CH:30]=[CH:29][CH:28]=[CH:27][C:26]=1B(O)O.C(=O)([O-])[O-].[K+].[K+].CC1C=CC(S(OCC2CC3C(C4C=CC=CC=4)=CC=CC=3O2)(=O)=O)=CC=1. (2) Given the product [CH2:16]([O:1][C:2]1[CH:3]=[C:4]([CH:9]=[CH:10][C:11]=1[O:12][CH3:13])[C:5]([OH:7])=[O:6])[CH:15]=[CH2:14], predict the reactants needed to synthesize it. The reactants are: [OH:1][C:2]1[CH:3]=[C:4]([CH:9]=[CH:10][C:11]=1[O:12][CH3:13])[C:5]([O:7]C)=[O:6].[CH2:14](Br)[CH:15]=[CH2:16].C(=O)([O-])[O-].[K+].[K+]. (3) The reactants are: [CH:1]1([CH2:7][N:8]2[CH:12]=[C:11]([C:13](O)=[O:14])[C:10]([C:16]([F:19])([F:18])[F:17])=[N:9]2)[CH2:6][CH2:5][CH2:4][CH2:3][CH2:2]1.C(=O)(O)[O-].[Na+]. Given the product [CH:1]1([CH2:7][N:8]2[CH:12]=[C:11]([CH2:13][OH:14])[C:10]([C:16]([F:18])([F:19])[F:17])=[N:9]2)[CH2:2][CH2:3][CH2:4][CH2:5][CH2:6]1, predict the reactants needed to synthesize it. (4) Given the product [OH:14][C:6]12[CH2:12][CH:10]3[CH2:9][CH:8]([CH2:13][C:4]([C:1](=[O:3])[CH3:2])([CH2:11]3)[CH2:5]1)[CH2:7]2, predict the reactants needed to synthesize it. The reactants are: [C:1]([C:4]12[CH2:13][CH:8]3[CH2:9][CH:10]([CH2:12][CH:6]([CH2:7]3)[CH2:5]1)[CH2:11]2)(=[O:3])[CH3:2].[O:14]=O. (5) Given the product [O:1]1[CH2:6][CH2:5][N:4]([C:7]2[N:12]3[N:13]=[CH:14][CH:15]=[C:11]3[N:10]=[C:9]([NH:16][C:20]([CH:17]3[CH2:19][CH2:18]3)=[O:21])[CH:8]=2)[CH2:3][CH2:2]1, predict the reactants needed to synthesize it. The reactants are: [O:1]1[CH2:6][CH2:5][N:4]([C:7]2[N:12]3[N:13]=[CH:14][CH:15]=[C:11]3[N:10]=[C:9]([NH2:16])[CH:8]=2)[CH2:3][CH2:2]1.[CH:17]1([C:20](O)=[O:21])[CH2:19][CH2:18]1.CN(C(ON1N=NC2C=CC=NC1=2)=[N+](C)C)C.F[P-](F)(F)(F)(F)F.CCN(C(C)C)C(C)C. (6) The reactants are: [OH:1][CH:2]([C:4]1[CH:13]=[CH:12][C:7]([C:8]([O:10][CH3:11])=[O:9])=[CH:6][CH:5]=1)[CH3:3].[CH:14]1[C:19](O)=[CH:18][CH:17]=[C:16]([CH3:21])[CH:15]=1.C1(P(C2C=CC=CC=2)C2C=CC=CC=2)C=CC=CC=1.C(OC(N=NC(OC(C)C)=O)=O)(C)C. Given the product [C:16]1([CH3:21])[CH:17]=[CH:18][C:19]([O:1][CH:2]([C:4]2[CH:13]=[CH:12][C:7]([C:8]([O:10][CH3:11])=[O:9])=[CH:6][CH:5]=2)[CH3:3])=[CH:14][CH:15]=1, predict the reactants needed to synthesize it. (7) Given the product [C:23]([C:27]1[CH:28]=[C:29]([NH:33][C:34]([NH:19][C:18]2[CH:20]=[CH:21][CH:22]=[C:16]([O:15][C:6]3[C:5]4[C:10](=[CH:11][C:12]([O:13][CH3:14])=[C:3]([O:2][CH3:1])[CH:4]=4)[N:9]=[CH:8][N:7]=3)[CH:17]=2)=[O:35])[CH:30]=[CH:31][CH:32]=1)([CH3:26])([CH3:24])[CH3:25], predict the reactants needed to synthesize it. The reactants are: [CH3:1][O:2][C:3]1[CH:4]=[C:5]2[C:10](=[CH:11][C:12]=1[O:13][CH3:14])[N:9]=[CH:8][N:7]=[C:6]2[O:15][C:16]1[CH:17]=[C:18]([CH:20]=[CH:21][CH:22]=1)[NH2:19].[C:23]([C:27]1[CH:28]=[C:29]([NH:33][C:34](=O)[O:35]C2C=CC=CC=2)[CH:30]=[CH:31][CH:32]=1)([CH3:26])([CH3:25])[CH3:24].